From a dataset of Full USPTO retrosynthesis dataset with 1.9M reactions from patents (1976-2016). Predict the reactants needed to synthesize the given product. (1) Given the product [F:1][C:2]1[CH:3]=[C:4]2[C:9](=[CH:10][CH:11]=1)[N:8]=[C:7]([O:12][CH3:13])[C:6]([NH:14][C:15]([N:31]1[CH2:30][CH2:29][N:28]([C:23]3[CH:24]=[CH:25][CH:26]=[CH:27][C:22]=3[O:21][CH3:20])[CH2:33][CH2:32]1)=[O:19])=[N:5]2, predict the reactants needed to synthesize it. The reactants are: [F:1][C:2]1[CH:3]=[C:4]2[C:9](=[CH:10][CH:11]=1)[N:8]=[C:7]([O:12][CH3:13])[C:6]([NH:14][C:15](=[O:19])OCC)=[N:5]2.[CH3:20][O:21][C:22]1[CH:27]=[CH:26][CH:25]=[CH:24][C:23]=1[N:28]1[CH2:33][CH2:32][NH:31][CH2:30][CH2:29]1. (2) The reactants are: COC1C=C(OC)C=CC=1C[N:6]([C:31]1[CH:36]=[CH:35][N:34]=[CH:33][N:32]=1)[S:7]([C:10]1[CH:15]=[CH:14][C:13]([O:16][C@H:17]2[CH2:23][CH2:22][CH2:21][CH2:20][CH2:19][C@@H:18]2[C:24]2[N:28]([CH3:29])[N:27]=[CH:26][CH:25]=2)=[C:12]([CH3:30])[CH:11]=1)(=[O:9])=[O:8].C([SiH](CC)CC)C.FC(F)(F)C(O)=O. Given the product [CH3:30][C:12]1[CH:11]=[C:10]([S:7]([NH:6][C:31]2[CH:36]=[CH:35][N:34]=[CH:33][N:32]=2)(=[O:8])=[O:9])[CH:15]=[CH:14][C:13]=1[O:16][C@H:17]1[CH2:23][CH2:22][CH2:21][CH2:20][CH2:19][C@@H:18]1[C:24]1[N:28]([CH3:29])[N:27]=[CH:26][CH:25]=1, predict the reactants needed to synthesize it. (3) Given the product [CH2:1]([O:3][C:4]1[N:9]=[C:8]([CH3:10])[C:7]([C:11]2[CH:16]=[CH:15][C:14]3[C:17]4[N:21]([C@H:22]5[CH2:26][CH2:25][O:24][CH2:23]5)[N:20]=[CH:19][C:18]=4[C:27](=[O:29])[NH:32][C:13]=3[CH:12]=2)=[C:6]([CH3:35])[CH:5]=1)[CH3:2], predict the reactants needed to synthesize it. The reactants are: [CH2:1]([O:3][C:4]1[N:9]=[C:8]([CH3:10])[C:7]([C:11]2[CH:16]=[CH:15][C:14]([C:17]3[N:21]([C@H:22]4[CH2:26][CH2:25][O:24][CH2:23]4)[N:20]=[CH:19][C:18]=3[C:27]([O:29]CC)=O)=[C:13]([N+:32]([O-])=O)[CH:12]=2)=[C:6]([CH3:35])[CH:5]=1)[CH3:2].O. (4) Given the product [Cl:19][C:20]1[CH:25]=[CH:24][CH:23]=[CH:22][C:21]=1[S:26][CH:6]1[CH2:7][CH2:8][N:9]([C:12]([O:14][C:15]([CH3:16])([CH3:17])[CH3:18])=[O:13])[CH2:10][CH2:11]1, predict the reactants needed to synthesize it. The reactants are: CS(O[CH:6]1[CH2:11][CH2:10][N:9]([C:12]([O:14][C:15]([CH3:18])([CH3:17])[CH3:16])=[O:13])[CH2:8][CH2:7]1)(=O)=O.[Cl:19][C:20]1[CH:25]=[CH:24][CH:23]=[CH:22][C:21]=1[SH:26].C(=O)([O-])[O-].[K+].[K+].